Dataset: Reaction yield outcomes from USPTO patents with 853,638 reactions. Task: Predict the reaction yield, written as a fraction of the theoretical maximum amount of product (1.0 means a 100% yield; for example, 0.34 means a 34% yield). (1) The reactants are [CH2:1]([O:3][C:4]([C:6]1[C:7]([C:28]([F:31])([F:30])[F:29])=[N:8][C:9]([N:12]2[CH2:17][CH2:16][N:15]([C:18]3[N:19]=[N:20][C:21](Cl)=[C:22]([CH3:25])[C:23]=3[CH3:24])[CH2:14][C@H:13]2[CH3:27])=[N:10][CH:11]=1)=[O:5])[CH3:2].[Br-].[F:33][C:34]1[CH:41]=[C:40]([F:42])[CH:39]=[CH:38][C:35]=1[CH2:36][Zn+]. The catalyst is C1C=CC([P]([Pd]([P](C2C=CC=CC=2)(C2C=CC=CC=2)C2C=CC=CC=2)([P](C2C=CC=CC=2)(C2C=CC=CC=2)C2C=CC=CC=2)[P](C2C=CC=CC=2)(C2C=CC=CC=2)C2C=CC=CC=2)(C2C=CC=CC=2)C2C=CC=CC=2)=CC=1.C1COCC1. The product is [CH2:1]([O:3][C:4]([C:6]1[C:7]([C:28]([F:31])([F:30])[F:29])=[N:8][C:9]([N:12]2[CH2:17][CH2:16][N:15]([C:18]3[N:19]=[N:20][C:21]([CH2:36][C:35]4[CH:38]=[CH:39][C:40]([F:42])=[CH:41][C:34]=4[F:33])=[C:22]([CH3:25])[C:23]=3[CH3:24])[CH2:14][C@H:13]2[CH3:27])=[N:10][CH:11]=1)=[O:5])[CH3:2]. The yield is 0.810. (2) The reactants are [Cl:1][C:2]1[C:3]([O:30][C@@H:31]2[CH2:36][CH2:35][CH2:34][CH2:33][C@H:32]2[C:37]2[N:41]([CH2:42][O:43][CH2:44][CH2:45][O:46][CH3:47])[N:40]=[CH:39][CH:38]=2)=[CH:4][C:5]([F:29])=[C:6]([S:8]([N:11](CC2C=CC(OC)=CC=2OC)[C:12]2[CH:17]=[CH:16][N:15]=[CH:14][N:13]=2)(=[O:10])=[O:9])[CH:7]=1.C([SiH](CC)CC)C.FC(F)(F)C(O)=O. The catalyst is ClCCl. The product is [Cl:1][C:2]1[C:3]([O:30][C@@H:31]2[CH2:36][CH2:35][CH2:34][CH2:33][C@H:32]2[C:37]2[N:41]([CH2:42][O:43][CH2:44][CH2:45][O:46][CH3:47])[N:40]=[CH:39][CH:38]=2)=[CH:4][C:5]([F:29])=[C:6]([S:8]([NH:11][C:12]2[CH:17]=[CH:16][N:15]=[CH:14][N:13]=2)(=[O:10])=[O:9])[CH:7]=1. The yield is 0.950. (3) The reactants are [C:1]([N:4]1[CH2:9][CH2:8][NH:7][CH2:6][CH2:5]1)(=[O:3])[CH3:2].[C:10]1([S:20](Cl)(=[O:22])=[O:21])[C:19]2[C:14](=[CH:15][CH:16]=[CH:17][CH:18]=2)[CH:13]=[CH:12][CH:11]=1. The catalyst is CN(C1C=CN=CC=1)C.N1C=CC=CC=1. The product is [C:10]1([S:20]([N:7]2[CH2:8][CH2:9][N:4]([C:1](=[O:3])[CH3:2])[CH2:5][CH2:6]2)(=[O:22])=[O:21])[C:19]2[C:14](=[CH:15][CH:16]=[CH:17][CH:18]=2)[CH:13]=[CH:12][CH:11]=1. The yield is 0.850.